From a dataset of Forward reaction prediction with 1.9M reactions from USPTO patents (1976-2016). Predict the product of the given reaction. Given the reactants [F:1][C:2]1[CH:11]=[C:10]2[C:5]([N:6]=[CH:7][C:8](=[O:12])[NH:9]2)=[CH:4][CH:3]=1.FC1C=C2C(=CC=1)NC(=O)C=N2.[H-].[Na+].CS(O[CH2:32][CH2:33][N:34]1[CH2:39][CH2:38][CH:37]([NH:40][C:41]([O:43][C:44]([CH3:47])([CH3:46])[CH3:45])=[O:42])[CH2:36][CH2:35]1)(=O)=O, predict the reaction product. The product is: [F:1][C:2]1[CH:11]=[C:10]2[C:5]([N:6]=[CH:7][C:8](=[O:12])[N:9]2[CH2:32][CH2:33][N:34]2[CH2:39][CH2:38][CH:37]([NH:40][C:41](=[O:42])[O:43][C:44]([CH3:47])([CH3:46])[CH3:45])[CH2:36][CH2:35]2)=[CH:4][CH:3]=1.